From a dataset of Catalyst prediction with 721,799 reactions and 888 catalyst types from USPTO. Predict which catalyst facilitates the given reaction. (1) The catalyst class is: 7. Reactant: C[O:2][C:3](=[O:34])[CH2:4][N:5]1[C:13]2[C:8](=[CH:9][C:10]([F:14])=[CH:11][CH:12]=2)[C:7]([CH2:15][C:16]2[CH:21]=[CH:20][C:19]([S:22]([C:25]3[CH:30]=[CH:29][C:28]([F:31])=[CH:27][CH:26]=3)(=[O:24])=[O:23])=[C:18]([F:32])[CH:17]=2)=[C:6]1[CH3:33].[OH-].[Na+].Cl. Product: [F:14][C:10]1[CH:9]=[C:8]2[C:13](=[CH:12][CH:11]=1)[N:5]([CH2:4][C:3]([OH:34])=[O:2])[C:6]([CH3:33])=[C:7]2[CH2:15][C:16]1[CH:21]=[CH:20][C:19]([S:22]([C:25]2[CH:26]=[CH:27][C:28]([F:31])=[CH:29][CH:30]=2)(=[O:23])=[O:24])=[C:18]([F:32])[CH:17]=1. (2) Reactant: Cl[C:2]1[CH:7]=[C:6]([NH:8][CH:9]2[CH2:11][CH2:10]2)[N:5]2[N:12]=[CH:13][CH:14]=[C:4]2[N:3]=1.[NH2:15][C:16]1[CH:21]=[CH:20][C:19]([OH:22])=[C:18]([Cl:23])[CH:17]=1.Cl. Product: [Cl:23][C:18]1[CH:17]=[C:16]([NH:15][C:2]2[CH:7]=[C:6]([NH:8][CH:9]3[CH2:11][CH2:10]3)[N:5]3[N:12]=[CH:13][CH:14]=[C:4]3[N:3]=2)[CH:21]=[CH:20][C:19]=1[OH:22]. The catalyst class is: 14. (3) Reactant: [CH3:1][O:2][C:3]([C:5]1[CH:10]=[CH:9][C:8]([CH:11]([C:19]([O:21]C(C)(C)C)=[O:20])[C:12]([O:14]C(C)(C)C)=[O:13])=[CH:7][CH:6]=1)=[O:4]. Product: [CH3:1][O:2][C:3]([C:5]1[CH:6]=[CH:7][C:8]([CH:11]([C:19]([OH:21])=[O:20])[C:12]([OH:14])=[O:13])=[CH:9][CH:10]=1)=[O:4]. The catalyst class is: 388. (4) Reactant: [OH-].[Na+].[CH3:3][C:4]1[CH:5]=[N:6][C:7]([CH2:13][S+:14]([O-:26])[C:15]2[NH:16][C:17]3[CH:18]=[CH:19][C:20]([O:24][CH3:25])=[CH:21][C:22]=3[N:23]=2)=[C:8]([CH3:12])[C:9]=1[O:10][CH3:11].C1(C(C2C=CC=CC=2)(O)[C@H](C2C=CC=CC=2)O)C=CC=CC=1.C(O)(=O)C. Product: [CH3:3][C:4]1[C:9]([O:10][CH3:11])=[C:8]([CH3:12])[C:7]([CH2:13][S@@:14]([C:15]2[NH:23][C:22]3[CH:21]=[C:20]([O:24][CH3:25])[CH:19]=[CH:18][C:17]=3[N:16]=2)=[O:26])=[N:6][CH:5]=1. The catalyst class is: 8. (5) Reactant: [C:1]1([NH2:8])[C:2]([NH2:7])=[CH:3][CH:4]=[CH:5][CH:6]=1.[CH:9]1([CH:12]=O)[CH2:11][CH2:10]1.[BH3-]C#N.[Na+].C(O)(=O)C. Product: [CH:9]1([CH2:12][NH:7][C:2]2[C:1]([NH2:8])=[CH:6][CH:5]=[CH:4][CH:3]=2)[CH2:11][CH2:10]1. The catalyst class is: 5. (6) Reactant: Br[C:2]1[N:6]2[CH:7]=[CH:8][N:9]=[C:10]([NH:11][CH2:12][CH:13]([CH3:15])[CH3:14])[C:5]2=[N:4][CH:3]=1.OB(O)[C:18]1[CH:26]=[CH:25][C:21]([C:22]([OH:24])=O)=[CH:20][C:19]=1[CH3:27].C(=O)([O-])[O-].[K+].[K+].[CH:35]1([NH2:38])[CH2:37][CH2:36]1.CN(C(ON1N=NC2C=CC=NC1=2)=[N+](C)C)C.F[P-](F)(F)(F)(F)F.CN1CCOCC1. Product: [CH:35]1([NH:38][C:22](=[O:24])[C:21]2[CH:25]=[CH:26][C:18]([C:2]3[N:6]4[CH:7]=[CH:8][N:9]=[C:10]([NH:11][CH2:12][CH:13]([CH3:15])[CH3:14])[C:5]4=[N:4][CH:3]=3)=[C:19]([CH3:27])[CH:20]=2)[CH2:37][CH2:36]1. The catalyst class is: 450. (7) Reactant: Cl[C:2]1[C:3]2[N:4]([C:14]([CH2:18][CH2:19][C:20]([F:23])([F:22])[F:21])=[N:15][C:16]=2[CH3:17])[C:5]2[N:11]=[C:10]([O:12][CH3:13])[CH:9]=[CH:8][C:6]=2[N:7]=1.[NH4+:24]. Product: [CH3:13][O:12][C:10]1[CH:9]=[CH:8][C:6]2[N:7]=[C:2]([NH2:24])[C:3]3[N:4]([C:14]([CH2:18][CH2:19][C:20]([F:23])([F:22])[F:21])=[N:15][C:16]=3[CH3:17])[C:5]=2[N:11]=1. The catalyst class is: 357.